From a dataset of Peptide-MHC class II binding affinity with 134,281 pairs from IEDB. Regression. Given a peptide amino acid sequence and an MHC pseudo amino acid sequence, predict their binding affinity value. This is MHC class II binding data. (1) The peptide sequence is MIVDTISDFRAAIAN. The MHC is HLA-DQA10501-DQB10201 with pseudo-sequence HLA-DQA10501-DQB10201. The binding affinity (normalized) is 0.547. (2) The peptide sequence is ASLMRGLSSRKRRSH. The MHC is DRB1_0404 with pseudo-sequence DRB1_0404. The binding affinity (normalized) is 0.689. (3) The peptide sequence is IGCAMLHWSLILPGI. The MHC is HLA-DQA10601-DQB10402 with pseudo-sequence HLA-DQA10601-DQB10402. The binding affinity (normalized) is 0.524. (4) The peptide sequence is LGHDGTVWAQSADFP. The MHC is DRB5_0101 with pseudo-sequence DRB5_0101. The binding affinity (normalized) is 0.0620. (5) The peptide sequence is AAATAGTGVYGAFAA. The MHC is HLA-DQA10102-DQB10602 with pseudo-sequence HLA-DQA10102-DQB10602. The binding affinity (normalized) is 0.625.